From a dataset of Forward reaction prediction with 1.9M reactions from USPTO patents (1976-2016). Predict the product of the given reaction. (1) Given the reactants [O-]CC.[Na+].Cl[C:6]1[N:7]([CH2:14][CH2:15][CH:16]([OH:29])[CH2:17][O:18]S(C2C=CC(C)=CC=2)(=O)=O)[CH:8]=[C:9]([N+:11]([O-:13])=[O:12])[N:10]=1.[Cl:30][C:31]1[CH:50]=[CH:49][C:34]([O:35][CH2:36][C:37]2[O:38][CH:39]=[C:40]([C:42]3[CH:47]=[CH:46][C:45](O)=[CH:44][CH:43]=3)[N:41]=2)=[CH:33][CH:32]=1.P([O-])([O-])([O-])=O.[K+].[K+].[K+].[H-].[Na+], predict the reaction product. The product is: [Cl:30][C:31]1[CH:50]=[CH:49][C:34]([O:35][CH2:36][C:37]2[O:38][CH:39]=[C:40]([C:42]3[CH:47]=[CH:46][C:45]([O:18][CH2:17][CH:16]4[O:29][C:6]5=[N:10][C:9]([N+:11]([O-:13])=[O:12])=[CH:8][N:7]5[CH2:14][CH2:15]4)=[CH:44][CH:43]=3)[N:41]=2)=[CH:33][CH:32]=1. (2) Given the reactants [OH:1][N:2]1[C:7]([CH3:9])([CH3:8])[CH2:6][CH2:5][CH2:4][C:3]1([CH3:11])[CH3:10].N(OC(C)(C)C)=O.N[C:20]1[CH:21]=[N:22][CH:23]=[CH:24][CH:25]=1, predict the reaction product. The product is: [N:22]1[CH:23]=[CH:24][CH:25]=[C:20]([O:1][N:2]2[C:7]([CH3:9])([CH3:8])[CH2:6][CH2:5][CH2:4][C:3]2([CH3:11])[CH3:10])[CH:21]=1. (3) The product is: [CH:1]([C:10]1=[CH:11][C:12]([O:14][C:9]1=[O:15])=[O:13])=[CH:2][C:3]1[CH:8]=[CH:7][CH:6]=[CH:5][CH:4]=1. Given the reactants [CH2:1]=[CH:2][C:3]1[CH:8]=[CH:7][CH:6]=[CH:5][CH:4]=1.[C:9]1(=[O:15])[O:14][C:12](=[O:13])[CH:11]=[CH:10]1, predict the reaction product. (4) The product is: [Cl:11][C:5]1[CH:6]=[C:7]([N+:8]([O-:10])=[O:9])[C:2]([C:16]#[C:15][C:13]([CH3:14])([OH:17])[CH3:12])=[N:3][CH:4]=1. Given the reactants Br[C:2]1[C:7]([N+:8]([O-:10])=[O:9])=[CH:6][C:5]([Cl:11])=[CH:4][N:3]=1.[CH3:12][C:13]([OH:17])([C:15]#[CH:16])[CH3:14].CN1CCCC1=O.CCN(CC)CC, predict the reaction product. (5) Given the reactants [NH2:1][CH:2]1[CH2:7][CH2:6][N:5]([CH2:8][CH2:9][N:10]2[C:19]3[C:14](=[CH:15][CH:16]=[C:17]([F:20])[CH:18]=3)[N:13]=[CH:12][C:11]2=[O:21])[CH2:4][CH2:3]1.[O:22]1[C:31]2[CH:30]=[C:29]([CH:32]=O)[N:28]=[CH:27][C:26]=2[O:25][CH2:24][CH2:23]1.C(O[BH-](OC(=O)C)OC(=O)C)(=O)C.[Na+].C(=O)([O-])O.[Na+], predict the reaction product. The product is: [O:22]1[C:31]2[CH:30]=[C:29]([CH2:32][NH:1][CH:2]3[CH2:3][CH2:4][N:5]([CH2:8][CH2:9][N:10]4[C:19]5[C:14](=[CH:15][CH:16]=[C:17]([F:20])[CH:18]=5)[N:13]=[CH:12][C:11]4=[O:21])[CH2:6][CH2:7]3)[N:28]=[CH:27][C:26]=2[O:25][CH2:24][CH2:23]1. (6) Given the reactants C(OC1C=CC(N2CCN(CCCC3CCCCC3)CC2)=CC=1Cl)C1C=CC=CC=1.C([O:38][C:39]1[CH:44]=[CH:43][C:42]([N:45]2[CH2:50][CH2:49][N:48]([CH2:51][CH2:52][CH2:53][C:54]3[CH:59]=[CH:58][CH:57]=[CH:56][CH:55]=3)[CH2:47][CH2:46]2)=[CH:41][C:40]=1[F:60])C1C=CC=CC=1, predict the reaction product. The product is: [F:60][C:40]1[CH:41]=[C:42]([N:45]2[CH2:46][CH2:47][N:48]([CH2:51][CH2:52][CH2:53][C:54]3[CH:55]=[CH:56][CH:57]=[CH:58][CH:59]=3)[CH2:49][CH2:50]2)[CH:43]=[CH:44][C:39]=1[OH:38].